This data is from Experimentally validated miRNA-target interactions with 360,000+ pairs, plus equal number of negative samples. The task is: Binary Classification. Given a miRNA mature sequence and a target amino acid sequence, predict their likelihood of interaction. (1) The miRNA is hsa-miR-195-5p with sequence UAGCAGCACAGAAAUAUUGGC. The protein sequence of the target gene is MPADLMEKNSSSPVAATPASMSNTPDKPKTASEHRKSSKPIMEKRRRARINESLGQLKTLILDALKKDSSRHSKLEKADILEMTVKHLRNLQRVQMTAALSTDPSVLGKYRAGFSECMNEVTRFLSTCEGVNTDVRTRLLGHLANCMNQINAMNYPTQPQIPAAAAPHPAYGQPLVQLQGAAPQSSPAPIACKMGGPPVEAAKVYGGFQLVPAPDGQFAFLITNPAFPHNGSVIPVYTNSNVGTALPPSVSPSVMPSVTADSVWRPW. Result: 0 (no interaction). (2) The miRNA is mmu-miR-3470a with sequence UCACUUUGUAGACCAGGCUGG. The protein sequence of the target gene is MGAVLGVFSLASWVPCLCSGASCLLCSCCPISKNSTVTRLIYAFILFLGTIVSCIMMTEGIQTQLKKIPGFCEGGFQIKMVDTKAEKDCDVLVGFKAVYRINFAVAIFFFAFFLLMLKVKTSKDPRAAVHNGFWFFKIAAIIGIMIGSFYIPGGSFTEVWFVAGMLGASFFIIIQLVLLVDMAHSWNELWVNRMEEGNPRLWYAALLSFTSLFYILSIVFAALLYVFYTKPDDCTENKVFISLNLIFCVAVSIVSILPKVQEHQPRSGLLQSSIITLYTLYLTWSAMTNEPERSCNPSLM.... Result: 0 (no interaction). (3) The miRNA is mmu-miR-34c-5p with sequence AGGCAGUGUAGUUAGCUGAUUGC. The protein sequence of the target gene is MWLWEDQGGLLGPFSFVLVLLLVVTRSPFNACVLTGSLYILLRFFSFEPVPSRRALQVLKPRDRVSAIAHRGGSHDAPENTLAAIRQAAKNGATGVELDIEFTSDGVPVLMHDNTVDRTTDGSGRLCDLTFEQVRKLNPAANHRLRNEFPDERIPTLKEAVTECLRHNLTIFFDVKGHADMASAALKNIYTEFPQLYNNSMVCSFLPEVIYKMRQTDQKVITALTHRPWSLSHTGDGKPRYSVFWKQSVFVVLDILLDWSMHNVLWYLCGISAFLMQKDFVSPDYLKKWSAKGIQVVSWT.... Result: 0 (no interaction). (4) The miRNA is hsa-miR-4520-2-3p with sequence UUUGGACAGAAAACACGCAGGU. The protein sequence of the target gene is MASANTRRVGDGAGGAFQPYLDSLRQELQQRDPTLLSVAVALLAVLLTLVFWKFIWSRKSSQRAVLFVGLCDSGKTLLFVRLLTGQYRDTQTSITDSSAIYKVNNNRGNSLTLIDLPGHESLRFQLLDRFKSSARAVVFVVDSAAFQREVKDVAEFLYQVLIDSMALKNSPSLLIACNKQDIAMAKSAKLIQQQLEKELNTLRVTRSAAPSTLDSSSTAPAQLGKKGKEFEFSQLPLKVEFLECSAKGGRGDTGSADIQDLEKWLAKIA. Result: 0 (no interaction). (5) The miRNA is hsa-miR-6838-5p with sequence AAGCAGCAGUGGCAAGACUCCU. The protein sequence of the target gene is MDVFKKGFSIAKEGVVGAVEKTKQGVTEAAEKTKEGVMYVGAKTKENVVQSVTSVAEKTKEQANAVSEAVVSSVNTVATKTVEEAENIAVTSGVVRKEDLRPSAPQQEGEASKEKEEVAEEAQSGGD. Result: 1 (interaction). (6) The miRNA is mmu-miR-882 with sequence AGGAGAGAGUUAGCGCAUUAGU. The protein sequence of the target gene is MALQVELIPTGEIIRVVHPHRPCKLALGSDGVRVTMESALTARDRVGVQDFVLLENFTSEAAFIENLRRRFRENLIYTYIGPVLVSVNPYRDLQIYSRQHMERYRGVSFYEVPPHLFAVADTVYRALRTERRDQAVMISGESGAGKTEATKRLLQFYAETCPAPERGGAVRDRLLQSNPVLEAFGNAKTLRNDNSSRFGKYMDVQFDFKGAPVGGHILSYLLEKSRVVHQNHGERNFHVFYQLLEGGEEETLRRLGLERNPQSYLYLVKGQCAKVSSINDKSDWKVMRKALSVIDFTEDE.... Result: 0 (no interaction).